From a dataset of Forward reaction prediction with 1.9M reactions from USPTO patents (1976-2016). Predict the product of the given reaction. (1) Given the reactants C([OH:4])CC.[N-:5]=[N+:6]=[N-:7].[Br:8][C:9]([CH3:14])([CH3:13])[C:10](Br)=[O:11].CN(CCN(CCN(C)C)C)C.CN(C=O)C, predict the reaction product. The product is: [N-:5]=[N+:6]=[N-:7].[Br:8][C:9]([CH3:14])([CH3:13])[C:10]([O-:4])=[O:11]. (2) Given the reactants [C:1]([C:4]1([CH2:7][CH2:8][C:9]([O:11]C)=O)[CH2:6][CH2:5]1)(=[O:3])[CH3:2].[H-].[Na+], predict the reaction product. The product is: [CH2:5]1[C:4]2([CH2:7][CH2:8][C:9](=[O:11])[CH2:2][C:1]2=[O:3])[CH2:6]1. (3) Given the reactants CN(C)[C:3]1[CH:8]=[CH:7][C:6]([S:9]([N:12]2[CH:16]=[CH:15][C:14](/[CH:17]=[CH:18]/[C:19]([OH:21])=O)=[CH:13]2)(=[O:11])=[O:10])=[CH:5][CH:4]=1.[CH:23]1[CH:24]=[CH:25][C:26]2N(O)N=N[C:27]=2[CH:28]=1.CCN=C=NCCCN(C)C.Cl.[O:45]1[CH2:50][CH2:49][CH2:48][CH2:47][CH:46]1[O:51][NH2:52], predict the reaction product. The product is: [C:3]1([C:28]2[CH:23]=[CH:24][CH:25]=[CH:26][CH:27]=2)[CH:4]=[CH:5][C:6]([S:9]([N:12]2[CH:16]=[CH:15][C:14](/[CH:17]=[CH:18]/[C:19]([NH:52][O:51][CH:46]3[CH2:47][CH2:48][CH2:49][CH2:50][O:45]3)=[O:21])=[CH:13]2)(=[O:10])=[O:11])=[CH:7][CH:8]=1. (4) Given the reactants C(OC([N:8]1[CH2:14][C:13]2[CH:15]=[C:16]([C:19](O)=O)[CH:17]=[CH:18][C:12]=2[O:11][CH2:10][CH2:9]1)=O)(C)(C)C.[NH2:22][NH:23][C:24]([NH2:26])=[S:25].CCN(C(C)C)C(C)C.CN(C(ON1N=NC2C=CC=NC1=2)=[N+](C)C)C.F[P-](F)(F)(F)(F)F, predict the reaction product. The product is: [O:11]1[C:12]2[CH:18]=[CH:17][C:16]([C:19]3[S:25][C:24]([NH2:26])=[N:23][N:22]=3)=[CH:15][C:13]=2[CH2:14][NH:8][CH2:9][CH2:10]1. (5) Given the reactants [CH2:1]([N:8]1[CH:16]=[C:15]2[C:10]([CH:11]=[C:12]([C:17]3[CH:18]=[C:19]([CH2:27][CH:28]4[CH2:33][O:32][CH2:31][CH2:30][NH:29]4)[N:20]4[C:25]=3[C:24]([NH2:26])=[N:23][CH:22]=[N:21]4)[CH:13]=[CH:14]2)=[N:9]1)[C:2]1[CH:7]=[CH:6][CH:5]=[CH:4][CH:3]=1.CC(O)=O.C(O[C:41]1(O[Si](C)(C)C)[CH2:43][CH2:42]1)C.C([BH3-])#N.[Na+].[OH-].[Na+], predict the reaction product. The product is: [CH2:1]([N:8]1[CH:16]=[C:15]2[C:10]([CH:11]=[C:12]([C:17]3[CH:18]=[C:19]([CH2:27][CH:28]4[CH2:33][O:32][CH2:31][CH2:30][N:29]4[CH:41]4[CH2:43][CH2:42]4)[N:20]4[C:25]=3[C:24]([NH2:26])=[N:23][CH:22]=[N:21]4)[CH:13]=[CH:14]2)=[N:9]1)[C:2]1[CH:7]=[CH:6][CH:5]=[CH:4][CH:3]=1.